The task is: Predict the product of the given reaction.. This data is from Forward reaction prediction with 1.9M reactions from USPTO patents (1976-2016). (1) Given the reactants [F:1][C:2]([F:34])([F:33])[C:3]1[CH:4]=[C:5]([C@H:13]([O:15][C@H:16]2[O:24][CH2:23][C@@H:19]3[CH2:20][NH:21][CH2:22][C@H:18]3[C@@H:17]2[C:25]2[CH:30]=[CH:29][C:28]([F:31])=[CH:27][C:26]=2[CH3:32])[CH3:14])[CH:6]=[C:7]([C:9]([F:12])([F:11])[F:10])[CH:8]=1.C(N(CC)C(C)C)(C)C.Br[C:45]1[S:46][C:47]([C:50]([O:52][CH2:53][CH3:54])=[O:51])=[CH:48][N:49]=1, predict the reaction product. The product is: [F:34][C:2]([F:1])([F:33])[C:3]1[CH:4]=[C:5]([C@H:13]([O:15][C@H:16]2[O:24][CH2:23][C@@H:19]3[CH2:20][N:21]([C:45]4[S:46][C:47]([C:50]([O:52][CH2:53][CH3:54])=[O:51])=[CH:48][N:49]=4)[CH2:22][C@H:18]3[C@@H:17]2[C:25]2[CH:30]=[CH:29][C:28]([F:31])=[CH:27][C:26]=2[CH3:32])[CH3:14])[CH:6]=[C:7]([C:9]([F:12])([F:10])[F:11])[CH:8]=1. (2) Given the reactants [F:1][C:2]1[CH:7]=[CH:6][C:5]([C:8]2[S:9][CH:10]=[C:11]([CH3:13])[N:12]=2)=[C:4]([N+:14]([O-])=O)[CH:3]=1.[H][H], predict the reaction product. The product is: [F:1][C:2]1[CH:7]=[CH:6][C:5]([C:8]2[S:9][CH:10]=[C:11]([CH3:13])[N:12]=2)=[C:4]([CH:3]=1)[NH2:14]. (3) Given the reactants CO[C:3]([C:5]1[N:6]=[C:7]([C:23]#[N:24])[C:8]2[C:13]([C:14]=1[OH:15])=[CH:12][CH:11]=[C:10]([O:16][C:17]1[CH:22]=[CH:21][CH:20]=[CH:19][CH:18]=1)[CH:9]=2)=[O:4].[NH2:25][CH:26]([C:31]1[CH:32]=[N:33][CH:34]=[CH:35][CH:36]=1)[CH2:27][C:28]([OH:30])=[O:29].C[O-].[Na+].Cl, predict the reaction product. The product is: [C:23]([C:7]1[C:8]2[C:13](=[CH:12][CH:11]=[C:10]([O:16][C:17]3[CH:22]=[CH:21][CH:20]=[CH:19][CH:18]=3)[CH:9]=2)[C:14]([OH:15])=[C:5]([C:3]([NH:25][CH:26]([C:31]2[CH:32]=[N:33][CH:34]=[CH:35][CH:36]=2)[CH2:27][C:28]([OH:30])=[O:29])=[O:4])[N:6]=1)#[N:24]. (4) The product is: [C@H:11]1([CH2:44][CH:45]([NH:93][C:94](=[O:103])[O:95][CH2:96][C:97]2[CH:102]=[CH:101][CH:100]=[CH:99][CH:98]=2)[CH2:46][C:47]([OH:91])([OH:92])[C@H:48]2[O:80][C@H:79]([CH2:81][OH:82])[C@@H:69]([OH:70])[C@H:59]([OH:60])[C@@H:49]2[OH:50])[O:12][C@H:13]([CH2:34][OH:35])[C@@H:14]([OH:25])[C@H:15]([OH:16])[C@@H:10]1[OH:9]. Given the reactants C([O:9][C@H:10]1[C@@H:15]([O:16]C(=O)C2C=CC=CC=2)[C@H:14]([O:25]C(=O)C2C=CC=CC=2)[C@@H:13]([CH2:34][O:35]C(=O)C2C=CC=CC=2)[O:12][C@@H:11]1[CH2:44][CH:45]([NH:93][C:94](=[O:103])[O:95][CH2:96][C:97]1[CH:102]=[CH:101][CH:100]=[CH:99][CH:98]=1)[CH2:46][C:47]([OH:92])([OH:91])[C@H:48]1[O:80][C@H:79]([CH2:81][O:82]C(=O)C2C=CC=CC=2)[C@@H:69]([O:70]C(=O)C2C=CC=CC=2)[C@H:59]([O:60]C(=O)C2C=CC=CC=2)[C@@H:49]1[O:50]C(=O)C1C=CC=CC=1)(=O)C1C=CC=CC=1.C[O-].[Na+], predict the reaction product. (5) Given the reactants [C:1]([C:3]1[CH:4]=[N:5][CH:6]=[C:7]([N+:26]([O-])=O)[C:8]=1[N:9]1[CH2:14][CH2:13][CH2:12][C@H:11]([NH:15][C:16](=[O:25])[O:17][CH2:18][C:19]2[CH:24]=[CH:23][CH:22]=[CH:21][CH:20]=2)[CH2:10]1)#[N:2].[Cl-].[NH4+], predict the reaction product. The product is: [NH2:26][C:7]1[CH:6]=[N:5][CH:4]=[C:3]([C:1]#[N:2])[C:8]=1[N:9]1[CH2:14][CH2:13][CH2:12][C@H:11]([NH:15][C:16](=[O:25])[O:17][CH2:18][C:19]2[CH:20]=[CH:21][CH:22]=[CH:23][CH:24]=2)[CH2:10]1. (6) Given the reactants [C:1]([C:3]1[CH:4]=[C:5]([C@:9]23[CH2:18][O:17][C@@H:16]([CH3:19])[CH2:15][C@H:14]2[CH2:13][S:12][C:11]([NH:20]C(=O)C2C=CC=CC=2)=[N:10]3)[CH:6]=[CH:7][CH:8]=1)#[N:2].NC1SC[C@@H]2C[C@H](C)OC[C@]2(C2C=C(C=CC=2Cl)C#N)N=1, predict the reaction product. The product is: [NH2:20][C:11]1[S:12][CH2:13][C@@H:14]2[CH2:15][C@H:16]([CH3:19])[O:17][CH2:18][C@:9]2([C:5]2[CH:4]=[C:3]([CH:8]=[CH:7][CH:6]=2)[C:1]#[N:2])[N:10]=1.